Task: Regression. Given two drug SMILES strings and cell line genomic features, predict the synergy score measuring deviation from expected non-interaction effect.. Dataset: NCI-60 drug combinations with 297,098 pairs across 59 cell lines Drug 1: COC1=CC(=CC(=C1O)OC)C2C3C(COC3=O)C(C4=CC5=C(C=C24)OCO5)OC6C(C(C7C(O6)COC(O7)C8=CC=CS8)O)O. Drug 2: CC1C(C(CC(O1)OC2CC(CC3=C2C(=C4C(=C3O)C(=O)C5=C(C4=O)C(=CC=C5)OC)O)(C(=O)C)O)N)O.Cl. Cell line: MCF7. Synergy scores: CSS=39.9, Synergy_ZIP=-8.90, Synergy_Bliss=-3.24, Synergy_Loewe=-1.69, Synergy_HSA=0.217.